Dataset: Reaction yield outcomes from USPTO patents with 853,638 reactions. Task: Predict the reaction yield, written as a fraction of the theoretical maximum amount of product (1.0 means a 100% yield; for example, 0.34 means a 34% yield). (1) The reactants are [CH2:1]([C:5]1([C:18]([O:20][CH3:21])=[O:19])[C:14]2[C:9](=[CH:10][CH:11]=[CH:12][CH:13]=2)[C:8](=[O:15])[CH:7]=[C:6]1[O:16]C)[CH2:2][CH2:3][CH3:4].I[Si](C)(C)C. The catalyst is C(#N)C. The product is [CH2:1]([C:5]1([C:18]([O:20][CH3:21])=[O:19])[C:14]2[C:9](=[CH:10][CH:11]=[CH:12][CH:13]=2)[C:8](=[O:15])[CH2:7][C:6]1=[O:16])[CH2:2][CH2:3][CH3:4]. The yield is 0.920. (2) The reactants are [Cl:1][C:2]1[CH:3]=[C:4]([OH:11])[C:5]([OH:10])=[C:6]([CH:9]=1)[CH:7]=[O:8].[H-].[Na+].[CH2:14]([O:21][CH2:22][CH2:23][CH2:24]Br)[C:15]1[CH:20]=[CH:19][CH:18]=[CH:17][CH:16]=1. The catalyst is CS(C)=O. The product is [CH2:14]([O:21][CH2:22][CH2:23][CH2:24][O:11][C:4]1[C:5]([OH:10])=[C:6]([CH:9]=[C:2]([Cl:1])[CH:3]=1)[CH:7]=[O:8])[C:15]1[CH:20]=[CH:19][CH:18]=[CH:17][CH:16]=1. The yield is 0.940. (3) The reactants are II.[Br-].[C:4]1([CH:10]([C:13]2[CH:18]=[CH:17][CH:16]=[CH:15][CH:14]=2)[CH:11]=[O:12])[CH:9]=[CH:8][CH:7]=[CH:6][CH:5]=1.C([O-])(O)=O.[Na+]. The catalyst is C(OCC)C.BrCCC=C. The product is [C:13]1([CH:10]([C:4]2[CH:5]=[CH:6][CH:7]=[CH:8][CH:9]=2)[CH:11]([OH:12])[CH2:6][CH2:5][CH:4]=[CH2:9])[CH:14]=[CH:15][CH:16]=[CH:17][CH:18]=1. The yield is 0.910. (4) The reactants are [OH:1][C:2]1[CH:9]=[CH:8][C:5]([CH:6]=O)=[C:4]([N+:10]([O-:12])=[O:11])[C:3]=1[O:13][CH3:14].[OH-].[NH4+:16].II. The catalyst is C1COCC1. The product is [OH:1][C:2]1[CH:9]=[CH:8][C:5]([C:6]#[N:16])=[C:4]([N+:10]([O-:12])=[O:11])[C:3]=1[O:13][CH3:14]. The yield is 0.840. (5) The reactants are C([O:3][C:4]([C:6]1[N:7]([CH2:16][C:17]#[N:18])[C:8]2[C:13]([CH:14]=1)=[CH:12][C:11]([Br:15])=[CH:10][CH:9]=2)=[O:5])C.O[Li].O. The catalyst is C1COCC1.O. The product is [Br:15][C:11]1[CH:12]=[C:13]2[C:8](=[CH:9][CH:10]=1)[N:7]([CH2:16][C:17]#[N:18])[C:6]([C:4]([OH:5])=[O:3])=[CH:14]2. The yield is 0.860. (6) The reactants are S(=O)(=O)(O)O.[CH3:6][C:7]([C:9]1[CH:10]=[CH:11][C:12]([OH:16])=[CH:13][C:14]=1[OH:15])=[O:8].[CH3:17][C:18](O)([CH3:20])[CH3:19]. The catalyst is FC(F)(F)C(O)=O. The product is [C:18]([C:11]1[C:12]([OH:16])=[CH:13][C:14]([OH:15])=[C:9]([C:7](=[O:8])[CH3:6])[CH:10]=1)([CH3:20])([CH3:19])[CH3:17]. The yield is 0.920. (7) The reactants are [CH3:1][O:2][C:3]1[CH:4]=[C:5]2[C:10](=[CH:11][C:12]=1[O:13][CH3:14])[N:9]=[CH:8][N:7]=[C:6]2[N:15]1[CH2:20][CH2:19][NH:18][CH2:17][CH2:16]1.C(N(CC)CC)C.[C:28]1([N:34]([C:38]2[CH:43]=[CH:42][CH:41]=[CH:40][CH:39]=2)[C:35](Cl)=[O:36])[CH:33]=[CH:32][CH:31]=[CH:30][CH:29]=1.O. The catalyst is CN(C)C=O. The product is [CH3:1][O:2][C:3]1[CH:4]=[C:5]2[C:10](=[CH:11][C:12]=1[O:13][CH3:14])[N:9]=[CH:8][N:7]=[C:6]2[N:15]1[CH2:16][CH2:17][N:18]([C:35]([N:34]([C:28]2[CH:33]=[CH:32][CH:31]=[CH:30][CH:29]=2)[C:38]2[CH:43]=[CH:42][CH:41]=[CH:40][CH:39]=2)=[O:36])[CH2:19][CH2:20]1. The yield is 0.990. (8) The reactants are [NH2:1][C:2]1[CH:7]=[C:6]([O:8][CH2:9][C:10]2[CH:15]=[CH:14][CH:13]=[CH:12][CH:11]=2)[C:5]([O:16][CH3:17])=[CH:4][C:3]=1[C:18](=[O:20])[CH3:19].C[O-].[Na+].[CH:24](OCC)=O.Cl. The catalyst is COCCOC.O. The product is [CH2:9]([O:8][C:6]1[CH:7]=[C:2]2[C:3]([C:18]([OH:20])=[CH:19][CH:24]=[N:1]2)=[CH:4][C:5]=1[O:16][CH3:17])[C:10]1[CH:15]=[CH:14][CH:13]=[CH:12][CH:11]=1. The yield is 0.720. (9) The reactants are [O:1]1[C:5]2[CH:6]=[CH:7][C:8]([C:10]3([C:13]([NH:15][C:16]4[CH:25]=[CH:24][C:19]([C:20](OC)=[O:21])=[C:18]([Br:26])[CH:17]=4)=[O:14])[CH2:12][CH2:11]3)=[CH:9][C:4]=2[O:3][CH2:2]1.[Li+].[BH4-]. The catalyst is C1COCC1.CCOCC.O. The product is [O:1]1[C:5]2[CH:6]=[CH:7][C:8]([C:10]3([C:13]([NH:15][C:16]4[CH:25]=[CH:24][C:19]([CH2:20][OH:21])=[C:18]([Br:26])[CH:17]=4)=[O:14])[CH2:12][CH2:11]3)=[CH:9][C:4]=2[O:3][CH2:2]1. The yield is 0.740.